From a dataset of Full USPTO retrosynthesis dataset with 1.9M reactions from patents (1976-2016). Predict the reactants needed to synthesize the given product. (1) Given the product [CH3:13][O:12][C:7]1[CH:8]=[C:9]2[C:4](=[CH:5][CH:6]=1)[CH:3]=[C:2]([CH:14]([C:15]1[CH:20]=[CH:19][CH:18]=[CH:17][CH:16]=1)[OH:21])[CH:11]=[CH:10]2, predict the reactants needed to synthesize it. The reactants are: Br[C:2]1[CH:11]=[CH:10][C:9]2[C:4](=[CH:5][CH:6]=[C:7]([O:12][CH3:13])[CH:8]=2)[CH:3]=1.[CH:14](=[O:21])[C:15]1[CH:20]=[CH:19][CH:18]=[CH:17][CH:16]=1. (2) Given the product [CH:1]([O:5][C:6]1[C:7]2[C:14]([I:15])=[CH:13][NH:12][C:8]=2[N:9]=[CH:10][N:11]=1)([CH2:3][CH3:4])[CH3:2], predict the reactants needed to synthesize it. The reactants are: [CH:1]([O:5][C:6]1[C:7]2[CH:14]=[CH:13][NH:12][C:8]=2[N:9]=[CH:10][N:11]=1)([CH2:3][CH3:4])[CH3:2].[I:15]N1C(=O)CCC1=O.